From a dataset of Catalyst prediction with 721,799 reactions and 888 catalyst types from USPTO. Predict which catalyst facilitates the given reaction. Reactant: Cl[C:2]1[CH:7]=[C:6](Cl)[N:5]2[N:9]=[C:10]([CH3:23])[C:11]([CH2:12][C:13]3[C:22]4[C:17](=[CH:18][CH:19]=[CH:20][CH:21]=4)[CH:16]=[CH:15][CH:14]=3)=[C:4]2[N:3]=1.[OH-:24].[Na+].[NH:26]1[CH2:31][CH2:30][O:29][CH2:28][CH2:27]1. Product: [CH3:23][C:10]1[C:11]([CH2:12][C:13]2[C:22]3[C:17](=[CH:18][CH:19]=[CH:20][CH:21]=3)[CH:16]=[CH:15][CH:14]=2)=[C:4]2[N:3]=[C:2]([N:26]3[CH2:31][CH2:30][O:29][CH2:28][CH2:27]3)[CH:7]=[C:6]([OH:24])[N:5]2[N:9]=1. The catalyst class is: 214.